Dataset: Forward reaction prediction with 1.9M reactions from USPTO patents (1976-2016). Task: Predict the product of the given reaction. (1) Given the reactants [CH3:1][C:2]1[C:7]([OH:8])=[CH:6][CH:5]=[CH:4][C:3]=1[C:9]([NH:11][C@H:12]([C@H:21]([OH:40])[CH2:22][N:23]1[C@H:32]([C:33]([NH:35][C:36]([CH3:39])([CH3:38])[CH3:37])=[O:34])[CH2:31][C@H:30]2[C@H:25]([CH2:26][CH2:27][CH2:28][CH2:29]2)[CH2:24]1)[CH2:13][S:14][C:15]1[CH:16]=[CH:17][CH:18]=[CH:19][CH:20]=1)=[O:10].[CH3:41][S:42]([OH:45])(=[O:44])=[O:43].CC(=O)CCC, predict the reaction product. The product is: [CH3:1][C:2]1[C:7]([OH:8])=[CH:6][CH:5]=[CH:4][C:3]=1[C:9]([NH:11][C@H:12]([C@H:21]([OH:40])[CH2:22][N:23]1[C@H:32]([C:33]([NH:35][C:36]([CH3:38])([CH3:37])[CH3:39])=[O:34])[CH2:31][C@H:30]2[C@H:25]([CH2:26][CH2:27][CH2:28][CH2:29]2)[CH2:24]1)[CH2:13][S:14][C:15]1[CH:20]=[CH:19][CH:18]=[CH:17][CH:16]=1)=[O:10].[CH3:41][S:42]([OH:45])(=[O:44])=[O:43]. (2) Given the reactants C(N(C(C)C)C([S:7][C:8]1[CH:9]=[N:10][CH:11]=[CH:12][C:13]=1[NH:14][C:15](=O)[C:16]1[C:21]([Cl:22])=[CH:20][CH:19]=[CH:18][C:17]=1[Cl:23])=S)(C)C.[OH-].[Na+], predict the reaction product. The product is: [Cl:23][C:17]1[CH:18]=[CH:19][CH:20]=[C:21]([Cl:22])[C:16]=1[C:15]1[S:7][C:8]2[CH:9]=[N:10][CH:11]=[CH:12][C:13]=2[N:14]=1. (3) Given the reactants [N:1]1([CH2:6][C:7]2[CH:23]=[CH:22][C:10]([CH2:11][N:12]3[CH:20]=[C:19]4[C:14]([N:15]=[CH:16][N:17]=[C:18]4Cl)=[N:13]3)=[CH:9][CH:8]=2)[CH:5]=[CH:4][CH:3]=[N:2]1.[CH3:24][O:25][C:26]1[CH:27]=[C:28]([CH2:34][NH2:35])[CH:29]=[C:30]([O:32][CH3:33])[CH:31]=1, predict the reaction product. The product is: [N:1]1([CH2:6][C:7]2[CH:23]=[CH:22][C:10]([CH2:11][N:12]3[CH:20]=[C:19]4[C:14]([N:15]=[CH:16][N:17]=[C:18]4[NH:35][CH2:34][C:28]4[CH:29]=[C:30]([O:32][CH3:33])[CH:31]=[C:26]([O:25][CH3:24])[CH:27]=4)=[N:13]3)=[CH:9][CH:8]=2)[CH:5]=[CH:4][CH:3]=[N:2]1. (4) Given the reactants [CH:1]1([CH2:4][N:5]2[C:9]3=[N:10][CH:11]=[CH:12][CH:13]=[C:8]3[CH:7]=[C:6]2[C:14]2[N:18]([CH3:19])[C:17]3[C:20]([O:27][CH3:28])=[CH:21][C:22]([C:24]([OH:26])=O)=[CH:23][C:16]=3[N:15]=2)[CH2:3][CH2:2]1.CN(C(ON1N=NC2C=CC=NC1=2)=[N+](C)C)C.F[P-](F)(F)(F)(F)F.CCN(C(C)C)C(C)C.[C:62]([O:66][C:67](=[O:76])[NH:68][C@@H:69]1[C@H:74]([OH:75])[CH2:73][CH2:72][NH:71][CH2:70]1)([CH3:65])([CH3:64])[CH3:63], predict the reaction product. The product is: [C:62]([O:66][C:67](=[O:76])[NH:68][C@@H:69]1[C@H:74]([OH:75])[CH2:73][CH2:72][N:71]([C:24]([C:22]2[CH:21]=[C:20]([O:27][CH3:28])[C:17]3[N:18]([CH3:19])[C:14]([C:6]4[N:5]([CH2:4][CH:1]5[CH2:2][CH2:3]5)[C:9]5=[N:10][CH:11]=[CH:12][CH:13]=[C:8]5[CH:7]=4)=[N:15][C:16]=3[CH:23]=2)=[O:26])[CH2:70]1)([CH3:65])([CH3:63])[CH3:64]. (5) The product is: [F:1][C:2]1[CH:3]=[C:4]([C:12]2[CH:13]=[C:14]([C:15]([F:18])([F:17])[F:16])[N:23]3[N:24]=[CH:25][C:26]([C:27]4[CH:28]=[N:29][CH:30]=[CH:31][CH:32]=4)=[C:22]3[N:21]=2)[CH:5]=[CH:6][C:7]=1[C:8]([F:11])([F:10])[F:9]. Given the reactants [F:1][C:2]1[CH:3]=[C:4]([C:12](=O)[CH2:13][C:14](=O)[C:15]([F:18])([F:17])[F:16])[CH:5]=[CH:6][C:7]=1[C:8]([F:11])([F:10])[F:9].[NH2:21][C:22]1[C:26]([C:27]2[CH:28]=[N:29][CH:30]=[CH:31][CH:32]=2)=[CH:25][NH:24][N:23]=1, predict the reaction product.